This data is from Buchwald-Hartwig C-N cross coupling reaction yields with 55,370 reactions. The task is: Predict the reaction yield, written as a fraction of the theoretical maximum amount of product (1.0 means a 100% yield; for example, 0.34 means a 34% yield). (1) The reactants are Clc1cccnc1.Cc1ccc(N)cc1.O=S(=O)(O[Pd]1c2ccccc2-c2ccccc2N~1)C(F)(F)F.COc1ccc(OC)c(P(C(C)(C)C)C(C)(C)C)c1-c1c(C(C)C)cc(C(C)C)cc1C(C)C.CN1CCCN2CCCN=C12.COC(=O)c1cc(-c2cccs2)on1. No catalyst specified. The product is Cc1ccc(Nc2cccnc2)cc1. The yield is 0.0196. (2) The product is Cc1ccc(Nc2ccc(C(F)(F)F)cc2)cc1. The yield is 0.329. The reactants are FC(F)(F)c1ccc(Br)cc1.Cc1ccc(N)cc1.O=S(=O)(O[Pd]1c2ccccc2-c2ccccc2N~1)C(F)(F)F.COc1ccc(OC)c(P([C@]23C[C@H]4C[C@H](C[C@H](C4)C2)C3)[C@]23C[C@H]4C[C@H](C[C@H](C4)C2)C3)c1-c1c(C(C)C)cc(C(C)C)cc1C(C)C.CN1CCCN2CCCN=C12.c1ccc2oncc2c1. No catalyst specified. (3) The reactants are COc1ccc(Br)cc1.Cc1ccc(N)cc1.O=S(=O)(O[Pd]1c2ccccc2-c2ccccc2N~1)C(F)(F)F.COc1ccc(OC)c(P([C@]23C[C@H]4C[C@H](C[C@H](C4)C2)C3)[C@]23C[C@H]4C[C@H](C[C@H](C4)C2)C3)c1-c1c(C(C)C)cc(C(C)C)cc1C(C)C.CN(C)C(=NC(C)(C)C)N(C)C.COC(=O)c1cc(-c2cccs2)on1. No catalyst specified. The product is COc1ccc(Nc2ccc(C)cc2)cc1. The yield is 0.205. (4) The reactants are Brc1ccccn1.Cc1ccc(N)cc1.O=S(=O)(O[Pd]1c2ccccc2-c2ccccc2N~1)C(F)(F)F.CC(C)c1cc(C(C)C)c(-c2ccccc2P(C2CCCCC2)C2CCCCC2)c(C(C)C)c1.CCN=P(N=P(N(C)C)(N(C)C)N(C)C)(N(C)C)N(C)C.CCOC(=O)c1cc(C)no1. No catalyst specified. The product is Cc1ccc(Nc2ccccn2)cc1. The yield is 0.377. (5) The reactants are Clc1cccnc1.Cc1ccc(N)cc1.O=S(=O)(O[Pd]1c2ccccc2-c2ccccc2N~1)C(F)(F)F.COc1ccc(OC)c(P([C@]23C[C@H]4C[C@H](C[C@H](C4)C2)C3)[C@]23C[C@H]4C[C@H](C[C@H](C4)C2)C3)c1-c1c(C(C)C)cc(C(C)C)cc1C(C)C.CCN=P(N=P(N(C)C)(N(C)C)N(C)C)(N(C)C)N(C)C.c1ccc(CN(Cc2ccccc2)c2ccon2)cc1. No catalyst specified. The product is Cc1ccc(Nc2cccnc2)cc1. The yield is 0.0497. (6) The reactants are COc1ccc(Cl)cc1.Cc1ccc(N)cc1.O=S(=O)(O[Pd]1c2ccccc2-c2ccccc2N~1)C(F)(F)F.COc1ccc(OC)c(P([C@]23C[C@H]4C[C@H](C[C@H](C4)C2)C3)[C@]23C[C@H]4C[C@H](C[C@H](C4)C2)C3)c1-c1c(C(C)C)cc(C(C)C)cc1C(C)C.CCN=P(N=P(N(C)C)(N(C)C)N(C)C)(N(C)C)N(C)C.CCOC(=O)c1ccon1. No catalyst specified. The product is COc1ccc(Nc2ccc(C)cc2)cc1. The yield is 0. (7) The reactants are FC(F)(F)c1ccc(I)cc1.Cc1ccc(N)cc1.O=S(=O)(O[Pd]1c2ccccc2-c2ccccc2N~1)C(F)(F)F.COc1ccc(OC)c(P(C(C)(C)C)C(C)(C)C)c1-c1c(C(C)C)cc(C(C)C)cc1C(C)C.CCN=P(N=P(N(C)C)(N(C)C)N(C)C)(N(C)C)N(C)C.Cc1cc(C)on1. No catalyst specified. The product is Cc1ccc(Nc2ccc(C(F)(F)F)cc2)cc1. The yield is 0.391. (8) The reactants are COc1ccc(I)cc1.Cc1ccc(N)cc1.O=S(=O)(O[Pd]1c2ccccc2-c2ccccc2N~1)C(F)(F)F.COc1ccc(OC)c(P([C@]23C[C@H]4C[C@H](C[C@H](C4)C2)C3)[C@]23C[C@H]4C[C@H](C[C@H](C4)C2)C3)c1-c1c(C(C)C)cc(C(C)C)cc1C(C)C.CN1CCCN2CCCN=C12.c1ccc2nocc2c1. The product is COc1ccc(Nc2ccc(C)cc2)cc1. No catalyst specified. The yield is 0.393. (9) The reactants are COc1ccc(Br)cc1.Cc1ccc(N)cc1.O=S(=O)(O[Pd]1c2ccccc2-c2ccccc2N~1)C(F)(F)F.CC(C)c1cc(C(C)C)c(-c2ccccc2P(C(C)(C)C)C(C)(C)C)c(C(C)C)c1.CN1CCCN2CCCN=C12.c1ccc(CN(Cc2ccccc2)c2ccon2)cc1. No catalyst specified. The product is COc1ccc(Nc2ccc(C)cc2)cc1. The yield is 0.663. (10) The reactants are COc1ccc(Cl)cc1.Cc1ccc(N)cc1.O=S(=O)(O[Pd]1c2ccccc2-c2ccccc2N~1)C(F)(F)F.CC(C)c1cc(C(C)C)c(-c2ccccc2P(C2CCCCC2)C2CCCCC2)c(C(C)C)c1.CCN=P(N=P(N(C)C)(N(C)C)N(C)C)(N(C)C)N(C)C.Cc1ccno1. No catalyst specified. The product is COc1ccc(Nc2ccc(C)cc2)cc1. The yield is 0.0173.